Dataset: Full USPTO retrosynthesis dataset with 1.9M reactions from patents (1976-2016). Task: Predict the reactants needed to synthesize the given product. (1) Given the product [CH3:35][O:34][C@@H:5]([CH2:6][C:7]1[CH:12]=[CH:11][C:10]([O:13][CH2:14][CH2:15][CH2:16][O:17][C:18]2[CH:19]=[CH:20][C:21]([O:24][C:25]3[CH:26]=[CH:27][CH:28]=[CH:29][CH:30]=3)=[CH:22][CH:23]=2)=[C:9]([CH2:31][CH2:32][CH3:33])[CH:8]=1)[C:4]([OH:36])=[O:3], predict the reactants needed to synthesize it. The reactants are: C([O:3][C:4](=[O:36])[C@@H:5]([O:34][CH3:35])[CH2:6][C:7]1[CH:12]=[CH:11][C:10]([O:13][CH2:14][CH2:15][CH2:16][O:17][C:18]2[CH:23]=[CH:22][C:21]([O:24][C:25]3[CH:30]=[CH:29][CH:28]=[CH:27][CH:26]=3)=[CH:20][CH:19]=2)=[C:9]([CH2:31][CH:32]=[CH2:33])[CH:8]=1)C. (2) Given the product [Br:11][C:12]1[N:13]=[C:14]([NH:1][C:2]2[CH:7]=[C:6]([CH:8]3[CH2:10][CH2:9]3)[CH:5]=[CH:4][N:3]=2)[CH:15]=[C:16]([CH3:18])[CH:17]=1, predict the reactants needed to synthesize it. The reactants are: [NH2:1][C:2]1[CH:7]=[C:6]([CH:8]2[CH2:10][CH2:9]2)[CH:5]=[CH:4][N:3]=1.[Br:11][C:12]1[CH:17]=[C:16]([CH3:18])[CH:15]=[C:14](Br)[N:13]=1.N#N.CC(C)([O-])C.[Na+]. (3) Given the product [C:15]([C:19]1[CH:20]=[CH:21][C:22]([C:23]([NH:14][C:2]2[CH:3]=[CH:4][C:5]3[O:6][C:7]4[CH2:13][CH2:12][CH2:11][CH2:10][C:8]=4[C:9]=3[CH:1]=2)=[O:24])=[CH:26][CH:27]=1)([CH3:18])([CH3:16])[CH3:17], predict the reactants needed to synthesize it. The reactants are: [CH2:1]1[C:9]2[C:8]3[CH:10]=[CH:11][CH:12]=[CH:13][C:7]=3[O:6][C:5]=2[CH2:4][CH2:3][CH:2]1[NH2:14].[C:15]([C:19]1[CH:27]=[CH:26][C:22]([C:23](Cl)=[O:24])=[CH:21][CH:20]=1)([CH3:18])([CH3:17])[CH3:16].C(N(CC)CC)C. (4) Given the product [F:1][C:2]1[CH:11]=[C:10]2[C:5]([CH2:6][CH2:7][C:8](=[O:13])[N:9]2[CH3:12])=[CH:4][C:3]=1[C:24]1[C:25]([CH3:38])=[C:26]([CH2:30][NH:31][S@@:32]([C:34]([CH3:36])([CH3:35])[CH3:37])=[O:33])[CH:27]=[N:28][CH:29]=1, predict the reactants needed to synthesize it. The reactants are: [F:1][C:2]1[CH:11]=[C:10]2[C:5]([CH2:6][CH2:7][C:8](=[O:13])[N:9]2[CH3:12])=[CH:4][C:3]=1B1OC(C)(C)C(C)(C)O1.Br[C:24]1[C:25]([CH3:38])=[C:26]([CH2:30][NH:31][S@@:32]([C:34]([CH3:37])([CH3:36])[CH3:35])=[O:33])[CH:27]=[N:28][CH:29]=1. (5) Given the product [N:1]([C:2]1[C:3]([O:12][CH3:13])=[CH:4][C:5]([CH3:11])=[C:6]([CH:10]=1)[C:7]([NH2:9])=[O:8])=[C:28]=[S:29], predict the reactants needed to synthesize it. The reactants are: [NH2:1][C:2]1[C:3]([O:12][CH3:13])=[CH:4][C:5]([CH3:11])=[C:6]([CH:10]=1)[C:7]([NH2:9])=[O:8].C(OC1C=CC(C(N)=O)=CC=1N=[C:28]=[S:29])(C)C. (6) Given the product [OH:46][CH:43]([CH2:44][OH:45])[CH2:42][N:41]([CH:18]=[C:17]1[C:16]2[C:15]([CH3:30])([C:14]3[CH:5]([O:4][C:2](=[O:3])[CH3:1])[CH2:6][C:7]4([CH3:31])[CH:8]([C:13]=3[C:21](=[O:22])[C:20]=2[OH:19])[CH2:9][CH2:10][CH:11]4[OH:12])[CH:26]([CH2:27][O:28][CH3:29])[O:25][C:23]1=[O:24])[CH3:40], predict the reactants needed to synthesize it. The reactants are: [CH3:1][C:2]([O:4][C@H:5]1[C:14]2[C@@:15]3([CH3:30])[C@@H:26]([CH2:27][O:28][CH3:29])[O:25][C:23](=[O:24])[C:17]4=[CH:18][O:19][C:20]([C:21](=[O:22])[C:13]=2[C@@H:8]2[CH2:9][CH2:10][C@H:11]([OH:12])[C@@:7]2([CH3:31])[CH2:6]1)=[C:16]34)=[O:3].C(N(CC)CC)C.Cl.[CH3:40][NH:41][CH2:42][CH:43]([OH:46])[CH2:44][OH:45].